Dataset: Full USPTO retrosynthesis dataset with 1.9M reactions from patents (1976-2016). Task: Predict the reactants needed to synthesize the given product. (1) Given the product [O:16]=[C:13]1[C@@H:11]2[C@@H:10]([CH2:9][N:8]([C:25]([O:27][C:28]([CH3:29])([CH3:30])[CH3:31])=[O:26])[CH2:12]2)[CH2:15][CH2:14]1, predict the reactants needed to synthesize it. The reactants are: C([N:8]1[CH2:12][C@@H:11]2[C:13](=[O:16])[CH2:14][CH2:15][C@@H:10]2[CH2:9]1)C1C=CC=CC=1.[C:28]([O:27][C:25](O[C:25]([O:27][C:28]([CH3:31])([CH3:30])[CH3:29])=[O:26])=[O:26])([CH3:31])([CH3:30])[CH3:29].[H][H]. (2) The reactants are: [CH3:1][C:2]1[CH:7]=[C:6]([C:8]2[CH:9]=[CH:10][C:11]3[N:18]4[CH2:19][C@H:14]([CH2:15][CH2:16][CH2:17]4)[NH:13][C:12]=3[N:20]=2)[CH:5]=[CH:4][N:3]=1.C(N(CC)CC)C.ClC(Cl)(O[C:32](=O)[O:33][C:34](Cl)(Cl)Cl)Cl.C[O:41][C:42]1[N:47]=[C:46]([NH2:48])[CH:45]=[N:44][CH:43]=1. Given the product [CH3:34][O:33][C:32]1[N:48]=[C:46]([NH:47][C:42]([N:13]2[C@@H:14]3[CH2:19][N:18]([CH2:17][CH2:16][CH2:15]3)[C:11]3[CH:10]=[CH:9][C:8]([C:6]4[CH:5]=[CH:4][N:3]=[C:2]([CH3:1])[CH:7]=4)=[N:20][C:12]2=3)=[O:41])[CH:45]=[N:44][CH:43]=1, predict the reactants needed to synthesize it. (3) Given the product [NH2:1][C:4]1[CH:9]=[CH:8][C:7]([N:10]2[CH:11]=[CH:12][C:13](=[O:16])[CH:14]=[CH:15]2)=[CH:6][CH:5]=1, predict the reactants needed to synthesize it. The reactants are: [N+:1]([C:4]1[CH:9]=[CH:8][C:7]([N:10]2[CH:15]=[CH:14][C:13](=[O:16])[CH:12]=[CH:11]2)=[CH:6][CH:5]=1)([O-])=O.